This data is from Full USPTO retrosynthesis dataset with 1.9M reactions from patents (1976-2016). The task is: Predict the reactants needed to synthesize the given product. (1) Given the product [NH2:1][C:2]1[N:3]=[C:4]2[C:5]([N:24]=[C:27]([CH2:28][CH2:29][CH2:30][NH:31][C:32]([O:34][C:35]([CH3:38])([CH3:36])[CH3:37])=[O:33])[NH:26]2)=[C:6]([O:8][CH2:9][C:10]2[CH:11]=[CH:12][C:13]([CH2:16][NH:17][C:18](=[O:23])[C:19]([F:21])([F:20])[F:22])=[CH:14][CH:15]=2)[N:7]=1, predict the reactants needed to synthesize it. The reactants are: [NH2:1][C:2]1[N:7]=[C:6]([O:8][CH2:9][C:10]2[CH:15]=[CH:14][C:13]([CH2:16][NH:17][C:18](=[O:23])[C:19]([F:22])([F:21])[F:20])=[CH:12][CH:11]=2)[C:5]([N:24]=O)=[C:4]([NH:26][C:27](=O)[CH2:28][CH2:29][CH2:30][NH:31][C:32]([O:34][C:35]([CH3:38])([CH3:37])[CH3:36])=[O:33])[N:3]=1.C1(P(C2C=CC=CC=2)C2C=CC=CC=2)C=CC=CC=1. (2) The reactants are: [CH3:1][C:2]1([CH3:14])[CH2:7][CH2:6][N:5]([CH2:8][CH2:9][C:10]([CH3:13])([NH2:12])[CH3:11])[CH2:4][CH2:3]1.[C:15](ON1C(=O)CCC1=O)([O:17][CH2:18][C:19]1[CH:24]=[CH:23][CH:22]=[CH:21][CH:20]=1)=[O:16]. Given the product [CH3:1][C:2]1([CH3:14])[CH2:3][CH2:4][N:5]([CH2:8][CH2:9][C:10]([NH:12][C:15](=[O:16])[O:17][CH2:18][C:19]2[CH:24]=[CH:23][CH:22]=[CH:21][CH:20]=2)([CH3:13])[CH3:11])[CH2:6][CH2:7]1, predict the reactants needed to synthesize it. (3) Given the product [F:17][C:18]([F:24])([F:23])[CH2:19][CH2:20][CH:21]([OH:22])[CH2:10][CH2:9][OH:11], predict the reactants needed to synthesize it. The reactants are: C(NC(C)C)(C)C.[Li].[C:9](OC(C)(C)C)(=[O:11])[CH3:10].[F:17][C:18]([F:24])([F:23])[CH2:19][CH2:20][CH:21]=[O:22].CC(C[AlH]CC(C)C)C.C(C(C(C([O-])=O)O)O)([O-])=O.[K+].[Na+]. (4) Given the product [Cl:1][C:2]1[CH:7]=[C:6]([Cl:8])[CH:5]=[CH:4][C:3]=1[N:9]1[C:14]2=[N:15][C:16]3[CH:21]=[CH:20][CH:19]=[C:18]([CH2:22][N:24]4[CH2:27][CH:26]([OH:28])[CH2:25]4)[C:17]=3[N:13]2[CH2:12][CH2:11][CH2:10]1, predict the reactants needed to synthesize it. The reactants are: [Cl:1][C:2]1[CH:7]=[C:6]([Cl:8])[CH:5]=[CH:4][C:3]=1[N:9]1[C:14]2=[N:15][C:16]3[CH:21]=[CH:20][CH:19]=[C:18]([C:22]([N:24]4[CH2:27][CH:26]([OH:28])[CH2:25]4)=O)[C:17]=3[N:13]2[CH2:12][CH2:11][CH2:10]1.[B].O1CCCC1.[Cl-].[NH4+]. (5) Given the product [Br:1][C:2]1[CH:3]=[CH:4][C:5]([Cl:15])=[C:6]([C:8]([C:9]2[CH:23]=[CH:22][C:21]([O:24][C:25]([F:28])([F:27])[F:26])=[CH:20][CH:19]=2)=[O:14])[CH:7]=1, predict the reactants needed to synthesize it. The reactants are: [Br:1][C:2]1[CH:3]=[CH:4][C:5]([Cl:15])=[C:6]([C:8](=[O:14])[CH2:9]N(OC)C)[CH:7]=1.Br[Mg]C1[CH:23]=[CH:22][C:21]([O:24][C:25]([F:28])([F:27])[F:26])=[CH:20][CH:19]=1. (6) Given the product [C:32]1([CH2:38][C:39]([NH:41][NH:42][C:14]([C@H:11]2[CH2:12][CH2:13][C@H:9]([NH:8][C:6](=[O:7])[O:5][C:1]([CH3:2])([CH3:3])[CH3:4])[CH2:10]2)=[O:16])=[O:40])[CH:37]=[CH:36][CH:35]=[CH:34][CH:33]=1, predict the reactants needed to synthesize it. The reactants are: [C:1]([O:5][C:6]([NH:8][C@H:9]1[CH2:13][CH2:12][C@H:11]([C:14]([OH:16])=O)[CH2:10]1)=[O:7])([CH3:4])([CH3:3])[CH3:2].F[P-](F)(F)(F)(F)F.CN(C)C(O)=[N+](C)C.[C:32]1([CH2:38][C:39]([NH:41][NH2:42])=[O:40])[CH:37]=[CH:36][CH:35]=[CH:34][CH:33]=1.C(OCC)(=O)C. (7) Given the product [Cl:1][C:2]1[C:25]([F:26])=[C:24]([F:27])[CH:23]=[C:4]2[C:3]=1[N:14]([C:15]1[CH:20]=[CH:19][C:18]([CH2:21][OH:22])=[CH:17][CH:16]=1)[CH:13]=[C:7]([C:8]([O:10][CH2:11][CH3:12])=[O:9])[C:5]2=[O:6], predict the reactants needed to synthesize it. The reactants are: [Cl:1][C:2]1[C:3](F)=[C:4]([CH:23]=[C:24]([F:27])[C:25]=1[F:26])[C:5]([C:7](=[CH:13][NH:14][C:15]1[CH:20]=[CH:19][C:18]([CH2:21][OH:22])=[CH:17][CH:16]=1)[C:8]([O:10][CH2:11][CH3:12])=[O:9])=[O:6].C([O-])([O-])=O.[K+].[K+].C1OCCOCCOCCOCCOCCOC1. (8) Given the product [Cl:20][C:14]1[C:15]([Cl:19])=[CH:16][CH:17]=[CH:18][C:13]=1[S:10]([NH:9][C:5]1[C:4]([O:21][CH3:22])=[N:3][CH:2]=[C:7]([F:8])[N:6]=1)(=[O:11])=[O:12], predict the reactants needed to synthesize it. The reactants are: Br[C:2]1[N:3]=[C:4]([O:21][CH3:22])[C:5]([NH:9][S:10]([C:13]2[CH:18]=[CH:17][CH:16]=[C:15]([Cl:19])[C:14]=2[Cl:20])(=[O:12])=[O:11])=[N:6][C:7]=1[F:8]. (9) Given the product [Cl:4][C:5]1[CH:12]=[CH:11][CH:10]=[CH:9][C:6]=1[CH:7]=[N:2][OH:3], predict the reactants needed to synthesize it. The reactants are: Cl.[NH2:2][OH:3].[Cl:4][C:5]1[CH:12]=[CH:11][CH:10]=[CH:9][C:6]=1[CH:7]=O.C(=O)([O-])[O-].[Na+].[Na+].O.